Dataset: Full USPTO retrosynthesis dataset with 1.9M reactions from patents (1976-2016). Task: Predict the reactants needed to synthesize the given product. (1) Given the product [C:35]([O:34][C:32]([NH:31][C@@H:27]([CH2:26][CH2:25][CH2:24][CH2:23][NH:22][CH2:16][CH2:15][N:14]1[C:13]2[C:8]([C:9](=[O:19])[NH:10][C:11](=[O:18])[N:12]=2)=[N:7][C:6]2[CH:20]=[C:2]([CH3:1])[C:3]([CH3:21])=[CH:4][C:5]1=2)[C:28]([OH:30])=[O:29])=[O:33])([CH3:38])([CH3:37])[CH3:36], predict the reactants needed to synthesize it. The reactants are: [CH3:1][C:2]1[C:3]([CH3:21])=[CH:4][C:5]2[N:14]([CH2:15][CH:16]=O)[C:13]3[C:8]([C:9](=[O:19])[NH:10][C:11](=[O:18])[N:12]=3)=[N:7][C:6]=2[CH:20]=1.[NH2:22][CH2:23][CH2:24][CH2:25][CH2:26][C@H:27]([NH:31][C:32]([O:34][C:35]([CH3:38])([CH3:37])[CH3:36])=[O:33])[C:28]([OH:30])=[O:29].[BH3-]C#N.[Na+].CC(O)=O. (2) Given the product [CH3:1][O:2][C:3]1[CH:4]=[C:5]2[C:10](=[CH:11][C:12]=1[O:13][CH3:14])[N:9]=[CH:8][CH:7]=[C:6]2[O:15][C:16]1[CH:22]=[CH:21][C:19]([NH:20][C:29](=[O:35])[O:28][CH2:26][C:39]2[CH:38]=[N:37][CH:42]=[CH:41][CH:40]=2)=[C:18]([CH3:23])[C:17]=1[CH3:24], predict the reactants needed to synthesize it. The reactants are: [CH3:1][O:2][C:3]1[CH:4]=[C:5]2[C:10](=[CH:11][C:12]=1[O:13][CH3:14])[N:9]=[CH:8][CH:7]=[C:6]2[O:15][C:16]1[CH:22]=[CH:21][C:19]([NH2:20])=[C:18]([CH3:23])[C:17]=1[CH3:24].Cl[C:26](Cl)([O:28][C:29](=[O:35])OC(Cl)(Cl)Cl)Cl.[N:37]1[CH:42]=[CH:41][CH:40]=[C:39](CO)[CH:38]=1.C(=O)(O)[O-].[Na+].